From a dataset of Full USPTO retrosynthesis dataset with 1.9M reactions from patents (1976-2016). Predict the reactants needed to synthesize the given product. (1) Given the product [CH:1]1[C:6]([Cl:7])=[C:5]([S:8]([NH2:11])(=[O:9])=[O:10])[CH:4]=[C:3]2[S:12]([N-:15][CH:16]=[N:17][C:2]=12)(=[O:14])=[O:13].[Na+:20], predict the reactants needed to synthesize it. The reactants are: [CH:1]1[C:6]([Cl:7])=[C:5]([S:8]([NH2:11])(=[O:10])=[O:9])[CH:4]=[C:3]2[S:12]([NH:15][CH:16]=[N:17][C:2]=12)(=[O:14])=[O:13].C[O-].[Na+:20]. (2) Given the product [CH3:1][O:2][CH:3]([O:16][CH3:17])[C:4]1[C:13]([CH2:14][N:22]2[CH2:23][CH2:24][CH2:25][C:21]32[CH2:18][O:19][CH2:20]3)=[CH:12][C:11]2[CH2:10][CH2:9][CH2:8][NH:7][C:6]=2[N:5]=1, predict the reactants needed to synthesize it. The reactants are: [CH3:1][O:2][CH:3]([O:16][CH3:17])[C:4]1[C:13]([CH:14]=O)=[CH:12][C:11]2[CH2:10][CH2:9][CH2:8][NH:7][C:6]=2[N:5]=1.[CH2:18]1[C:21]2([CH2:25][CH2:24][CH2:23][NH:22]2)[CH2:20][O:19]1.CCN(C(C)C)C(C)C.C(O[BH-](OC(=O)C)OC(=O)C)(=O)C.[Na+]. (3) Given the product [CH3:1][O:2][C:3]1[CH:4]=[C:5]2[C:10](=[CH:11][C:12]=1[O:13][CH3:14])[N:9]=[CH:8][CH:7]=[C:6]2[O:15][C:16]1[CH:23]=[CH:22][C:21]([O:24][CH3:25])=[CH:20][C:17]=1[CH:18]([OH:19])[CH2:26][CH3:27], predict the reactants needed to synthesize it. The reactants are: [CH3:1][O:2][C:3]1[CH:4]=[C:5]2[C:10](=[CH:11][C:12]=1[O:13][CH3:14])[N:9]=[CH:8][CH:7]=[C:6]2[O:15][C:16]1[CH:23]=[CH:22][C:21]([O:24][CH3:25])=[CH:20][C:17]=1[CH:18]=[O:19].[CH2:26]([Mg]Br)[CH3:27].[Cl-].[NH4+]. (4) The reactants are: CSC.[Cl:4][C:5]1[CH:10]=[CH:9][C:8]([Mg]Br)=[CH:7][CH:6]=1.[C:13]1([C@@H:19]2[CH2:23][O:22][C:21](=[O:24])[N:20]2[C:25](=[O:38])/[CH:26]=[CH:27]/[C:28]2[CH:29]=[N:30][CH:31]=[C:32]([C:34]([F:37])([F:36])[F:35])[CH:33]=2)[CH:18]=[CH:17][CH:16]=[CH:15][CH:14]=1. Given the product [Cl:4][C:5]1[CH:10]=[CH:9][C:8]([C@@H:27]([C:28]2[CH:29]=[N:30][CH:31]=[C:32]([C:34]([F:36])([F:37])[F:35])[CH:33]=2)[CH2:26][C:25]([N:20]2[C@H:19]([C:13]3[CH:18]=[CH:17][CH:16]=[CH:15][CH:14]=3)[CH2:23][O:22][C:21]2=[O:24])=[O:38])=[CH:7][CH:6]=1, predict the reactants needed to synthesize it. (5) Given the product [Cl:23][C:24]1[CH:25]=[C:26]2[C:31](=[CH:32][CH:33]=1)[N:30]([CH:34]([CH3:38])[C:35]([N:4]1[CH2:3][CH2:2][N:1]([C:7]3[CH:12]=[CH:11][C:10]([S:13]([NH:16][C:17]4[CH:22]=[CH:21][N:20]=[CH:19][N:18]=4)(=[O:14])=[O:15])=[CH:9][CH:8]=3)[CH2:6][CH2:5]1)=[O:36])[CH2:29][CH2:28][CH2:27]2, predict the reactants needed to synthesize it. The reactants are: [N:1]1([C:7]2[CH:12]=[CH:11][C:10]([S:13]([NH:16][C:17]3[CH:22]=[CH:21][N:20]=[CH:19][N:18]=3)(=[O:15])=[O:14])=[CH:9][CH:8]=2)[CH2:6][CH2:5][NH:4][CH2:3][CH2:2]1.[Cl:23][C:24]1[CH:25]=[C:26]2[C:31](=[CH:32][CH:33]=1)[N:30]([CH:34]([CH3:38])[C:35](O)=[O:36])[CH2:29][CH2:28][CH2:27]2.CN([P+](ON1N=NC2C=CC=CC1=2)(N(C)C)N(C)C)C.F[P-](F)(F)(F)(F)F.C(N(CC)CC)C. (6) Given the product [F:26][C:23]1[CH:24]=[CH:25][C:20]([CH2:19][N:6]2[CH2:5][CH2:4][N:3]([C:7]3[CH:8]=[C:9]([CH:13]=[CH:14][N:15]=3)[C:10]([O:12][CH3:27])=[O:11])[C:2]2=[O:1])=[CH:21][CH:22]=1, predict the reactants needed to synthesize it. The reactants are: [O:1]=[C:2]1[NH:6][CH2:5][CH2:4][N:3]1[C:7]1[CH:8]=[C:9]([CH:13]=[CH:14][N:15]=1)[C:10]([O-:12])=[O:11].[H-].[Na+].Br[CH2:19][C:20]1[CH:25]=[CH:24][C:23]([F:26])=[CH:22][CH:21]=1.[CH3:27]N(C)C=O.